Dataset: Peptide-MHC class II binding affinity with 134,281 pairs from IEDB. Task: Regression. Given a peptide amino acid sequence and an MHC pseudo amino acid sequence, predict their binding affinity value. This is MHC class II binding data. (1) The peptide sequence is YAFVGVMYNLWKMKTHHHHHH. The MHC is DRB1_1101 with pseudo-sequence DRB1_1101. The binding affinity (normalized) is 0. (2) The peptide sequence is YDKFLDNVSTVLTGK. The binding affinity (normalized) is 0.503. The MHC is DRB1_0701 with pseudo-sequence DRB1_0701. (3) The binding affinity (normalized) is 0.383. The peptide sequence is LAARTLLAAADELVG. The MHC is DRB1_1201 with pseudo-sequence DRB1_1201. (4) The peptide sequence is GNQAANVEATSYALL. The MHC is DRB1_0401 with pseudo-sequence DRB1_0401. The binding affinity (normalized) is 0.224. (5) The peptide sequence is GVTCGPGHGISVGSL. The MHC is DRB1_0701 with pseudo-sequence DRB1_0701. The binding affinity (normalized) is 0.227.